Dataset: Forward reaction prediction with 1.9M reactions from USPTO patents (1976-2016). Task: Predict the product of the given reaction. (1) Given the reactants [OH:1][C:2]1[CH:11]=[C:10]2[C:5]([CH:6]=[C:7]([C:14]3[CH:19]=[CH:18][C:17]([O:20][CH3:21])=[CH:16][CH:15]=3)[CH:8]=[C:9]2[C:12]#[N:13])=[CH:4][CH:3]=1.C1C(=O)N([Br:29])C(=O)C1, predict the reaction product. The product is: [Br:29][C:11]1[C:2]([OH:1])=[CH:3][CH:4]=[C:5]2[C:10]=1[C:9]([C:12]#[N:13])=[CH:8][C:7]([C:14]1[CH:19]=[CH:18][C:17]([O:20][CH3:21])=[CH:16][CH:15]=1)=[CH:6]2. (2) Given the reactants [NH2:1][C:2]([CH3:7])([CH3:6])[C:3]([OH:5])=[O:4].C(N(CC)CC)C.[C:15](=O)([O:24]N1C(=O)CCC1=O)[O:16][CH2:17][C:18]1[CH:23]=[CH:22][CH:21]=[CH:20][CH:19]=1, predict the reaction product. The product is: [CH2:17]([O:16][C:15]([NH:1][C:2]([CH3:7])([CH3:6])[C:3]([OH:5])=[O:4])=[O:24])[C:18]1[CH:23]=[CH:22][CH:21]=[CH:20][CH:19]=1. (3) Given the reactants [CH3:1][CH:2]([CH3:6])[C:3](O)=[O:4].C(Cl)(=O)C(Cl)=O.[Br:13][C:14]1[N:15]=[C:16]2[C:22]([NH2:23])=[CH:21][NH:20][C:17]2=[N:18][CH:19]=1.C(O)C(N)(CO)CO.C(=O)([O-])[O-], predict the reaction product. The product is: [Br:13][C:14]1[N:15]=[C:16]2[C:22]([NH:23][C:3](=[O:4])[CH:2]([CH3:6])[CH3:1])=[CH:21][NH:20][C:17]2=[N:18][CH:19]=1. (4) Given the reactants [F:1][C:2]1[CH:3]=[C:4]([OH:8])[CH:5]=[CH:6][CH:7]=1.F[C:10]1[CH:15]=[CH:14][CH:13]=[CH:12][C:11]=1[N+:16]([O-:18])=[O:17].[F:19][C:20]1[CH:21]=[C:22]([CH:31]=[CH:32][CH:33]=1)[O:23][C:24]1[CH:30]=[CH:29][CH:28]=[CH:27][C:25]=1[NH2:26].[NH2:34][C:35]1[S:36][CH:37]=[CH:38][N:39]=1, predict the reaction product. The product is: [F:1][C:2]1[CH:3]=[C:4]([CH:5]=[CH:6][CH:7]=1)[O:8][C:10]1[CH:15]=[CH:14][CH:13]=[CH:12][C:11]=1[N+:16]([O-:18])=[O:17].[F:19][C:20]1[CH:21]=[C:22]([CH:31]=[CH:32][CH:33]=1)[O:23][C:24]1[CH:30]=[CH:29][CH:28]=[CH:27][C:25]=1[NH:26][C:4]([NH:34][C:35]1[S:36][CH:37]=[CH:38][N:39]=1)=[O:8]. (5) Given the reactants [H-].[Na+].[C:3]([O:7][C:8]([N:10]1[CH2:14][CH2:13][C@H:12]([OH:15])[CH2:11]1)=[O:9])([CH3:6])([CH3:5])[CH3:4].[CH3:16]I.O, predict the reaction product. The product is: [CH3:16][O:15][C@H:12]1[CH2:13][CH2:14][N:10]([C:8]([O:7][C:3]([CH3:6])([CH3:4])[CH3:5])=[O:9])[CH2:11]1. (6) Given the reactants Br[C:2]1[CH:7]=[CH:6][C:5]([C:8]2([C:11]3[N:15]4[CH2:16][CH2:17][S:18][C:19]([CH2:22][O:23][Si:24]([C:27]([CH3:30])([CH3:29])[CH3:28])([CH3:26])[CH3:25])([CH3:21])[CH2:20][C:14]4=[N:13][N:12]=3)[CH2:10][CH2:9]2)=[CH:4][C:3]=1[F:31].[CH3:32][N:33]1[CH:37]=[C:36](B2OC(C)(C)C(C)(C)O2)[CH:35]=[N:34]1.C(=O)([O-])[O-].[K+].[K+], predict the reaction product. The product is: [Si:24]([O:23][CH2:22][C:19]1([CH3:21])[S:18][CH2:17][CH2:16][N:15]2[C:11]([C:8]3([C:5]4[CH:6]=[CH:7][C:2]([C:36]5[CH:35]=[N:34][N:33]([CH3:32])[CH:37]=5)=[C:3]([F:31])[CH:4]=4)[CH2:10][CH2:9]3)=[N:12][N:13]=[C:14]2[CH2:20]1)([C:27]([CH3:30])([CH3:29])[CH3:28])([CH3:26])[CH3:25]. (7) Given the reactants [Br:1][C:2]1[CH:7]=[CH:6][C:5]([C:8]2[O:12][N:11]=[C:10]([CH3:13])[C:9]=2[CH:14]=O)=[CH:4][CH:3]=1.[C:16]1([C:22]2[O:26][C:25]([NH2:27])=[N:24][N:23]=2)[CH:21]=[CH:20][CH:19]=[CH:18][CH:17]=1, predict the reaction product. The product is: [Br:1][C:2]1[CH:3]=[CH:4][C:5]([C:8]2[O:12][N:11]=[C:10]([CH3:13])[C:9]=2[CH2:14][NH:27][C:25]2[O:26][C:22]([C:16]3[CH:21]=[CH:20][CH:19]=[CH:18][CH:17]=3)=[N:23][N:24]=2)=[CH:6][CH:7]=1.